Dataset: Forward reaction prediction with 1.9M reactions from USPTO patents (1976-2016). Task: Predict the product of the given reaction. (1) Given the reactants Cl[CH2:2][C:3]1[CH:8]=[CH:7][C:6]([CH2:9][N:10]([CH2:18][C:19]2[CH:24]=[CH:23][CH:22]=[CH:21][N:20]=2)[C:11](=[O:17])[O:12][C:13]([CH3:16])([CH3:15])[CH3:14])=[CH:5][CH:4]=1.[NH:25]1[C:29]2[CH:30]=[CH:31][CH:32]=[CH:33][C:28]=2[N:27]=[C:26]1[CH2:34][N:35]([CH3:46])[CH:36]1[C:45]2[N:44]=[CH:43][CH:42]=[CH:41][C:40]=2[CH2:39][CH2:38][CH2:37]1.CN(CC1N(CC2C=NC=CC=2)C2C=CC=CC=2N=1)C1C2N=CC=CC=2CCC1, predict the reaction product. The product is: [CH3:46][N:35]([CH2:34][C:26]1[N:25]([CH2:2][C:3]2[CH:8]=[CH:7][C:6]([CH2:9][N:10]([CH2:18][C:19]3[CH:24]=[CH:23][CH:22]=[CH:21][N:20]=3)[C:11](=[O:17])[O:12][C:13]([CH3:16])([CH3:15])[CH3:14])=[CH:5][CH:4]=2)[C:29]2[CH:30]=[CH:31][CH:32]=[CH:33][C:28]=2[N:27]=1)[CH:36]1[C:45]2[N:44]=[CH:43][CH:42]=[CH:41][C:40]=2[CH2:39][CH2:38][CH2:37]1. (2) Given the reactants S(Cl)(Cl)=O.[NH2:5][C:6]1[CH:14]=[CH:13][C:9]([C:10]([OH:12])=[O:11])=[CH:8][C:7]=1[N+:15]([O-:17])=[O:16].[CH3:18]O, predict the reaction product. The product is: [NH2:5][C:6]1[CH:14]=[CH:13][C:9]([C:10]([O:12][CH3:18])=[O:11])=[CH:8][C:7]=1[N+:15]([O-:17])=[O:16]. (3) Given the reactants [C:1]([C@@H:3]1[CH2:7][CH2:6][CH2:5][N:4]1[C:8]([C@@H:10]1[C@H:15]2[CH2:16][C@H:12]([C@H:13]([OH:17])[CH2:14]2)[N:11]1[C:18]([O:20][C:21]([CH3:24])([CH3:23])[CH3:22])=[O:19])=[O:9])#[N:2].C(=O)([O-])O.[Na+].CC(OI1(OC(C)=O)(OC(C)=O)OC(=O)C2C=CC=CC1=2)=O, predict the reaction product. The product is: [C:1]([C@@H:3]1[CH2:7][CH2:6][CH2:5][N:4]1[C:8]([C@@H:10]1[C@H:15]2[CH2:16][C@H:12]([C:13](=[O:17])[CH2:14]2)[N:11]1[C:18]([O:20][C:21]([CH3:24])([CH3:23])[CH3:22])=[O:19])=[O:9])#[N:2]. (4) Given the reactants [CH:1]1([N:5]2[CH2:11][CH2:10][C:9]3[CH:12]=[CH:13][C:14]([O:16][C:17]4[CH:22]=[CH:21][C:20](I)=[CH:19][N:18]=4)=[CH:15][C:8]=3[CH2:7][CH2:6]2)[CH2:4][CH2:3][CH2:2]1.[O:24]1[CH2:28][CH2:27][NH:26][C:25]1=[O:29].C1(N2CCC3C=CC(OC4N=CC(N5CCC5=O)=CC=4)=CC=3CC2)CCC1, predict the reaction product. The product is: [CH:1]1([N:5]2[CH2:11][CH2:10][C:9]3[CH:12]=[CH:13][C:14]([O:16][C:17]4[N:18]=[CH:19][C:20]([N:26]5[CH2:27][CH2:28][O:24][C:25]5=[O:29])=[CH:21][CH:22]=4)=[CH:15][C:8]=3[CH2:7][CH2:6]2)[CH2:4][CH2:3][CH2:2]1. (5) Given the reactants C(O)(=O)CC(CC(O)=O)(C(O)=O)O.C([O-])(=O)CC(CC([O-])=O)(C([O-])=O)O.[Na+].[Na+].[Na+].[Cl-].[Na+].[CH3:32][CH:33]([NH:43][CH2:44][CH:45]([OH:56])[C:46]1[CH:47]=[CH:48][C:49]([OH:55])=[C:50]([NH:52][CH:53]=[O:54])[CH:51]=1)[CH2:34][C:35]1[CH:36]=[CH:37][C:38]([O:41][CH3:42])=[CH:39][CH:40]=1.C(/C(O)=O)=C\C(O)=O.O.O, predict the reaction product. The product is: [CH3:32][CH:33]([NH:43][CH2:44][CH:45]([OH:56])[C:46]1[CH:47]=[CH:48][C:49]([OH:55])=[C:50]([NH:52][CH:53]=[O:54])[CH:51]=1)[CH2:34][C:35]1[CH:36]=[CH:37][C:38]([O:41][CH3:42])=[CH:39][CH:40]=1. (6) Given the reactants C([O:4][CH2:5][C:6]1[CH:11]=[C:10]([CH2:12][N:13]2[C:19](=[O:20])[C:18]3[C:21]([F:28])=[CH:22][C:23]([CH:25]4[CH2:27][CH2:26]4)=[CH:24][C:17]=3[O:16][CH2:15][CH2:14]2)[CH:9]=[CH:8][C:7]=1B1OC(C)(C)C(C)(C)O1)(=O)C.Cl[C:39]1[CH:44]=[CH:43][N:42]=[C:41]([NH2:45])[C:40]=1[N+:46]([O-])=O.[CH3:49][N:50]1[CH:54]=[C:53]([CH:55]=O)[CH:52]=[N:51]1, predict the reaction product. The product is: [CH:25]1([C:23]2[CH:22]=[C:21]([F:28])[C:18]3[C:19](=[O:20])[N:13]([CH2:12][C:10]4[CH:9]=[CH:8][C:7]([C:39]5[CH:44]=[CH:43][N:42]=[C:41]6[NH:45][C:55]([C:53]7[CH:52]=[N:51][N:50]([CH3:49])[CH:54]=7)=[N:46][C:40]=56)=[C:6]([CH2:5][OH:4])[CH:11]=4)[CH2:14][CH2:15][O:16][C:17]=3[CH:24]=2)[CH2:27][CH2:26]1. (7) Given the reactants Cl[CH2:2][CH2:3][CH2:4][O:5][C:6]1[CH:15]=[C:14]2[C:9]([CH:10]=[CH:11][C:12](=[O:17])[N:13]2[CH3:16])=[CH:8][CH:7]=1.[I-:18].[Na+].C(#N)C.O, predict the reaction product. The product is: [I:18][CH2:2][CH2:3][CH2:4][O:5][C:6]1[CH:15]=[C:14]2[C:9]([CH:10]=[CH:11][C:12](=[O:17])[N:13]2[CH3:16])=[CH:8][CH:7]=1.